The task is: Predict the product of the given reaction.. This data is from Forward reaction prediction with 1.9M reactions from USPTO patents (1976-2016). (1) Given the reactants [CH2:1]([NH2:6])[CH2:2][CH2:3][CH:4]=[CH2:5].C([O-])([O-])=O.[Na+].[Na+].[CH3:13][O:14][C:15](=[O:22])[CH2:16][CH2:17][S:18](Cl)(=[O:20])=[O:19], predict the reaction product. The product is: [CH3:13][O:14][C:15](=[O:22])[CH2:16][CH2:17][S:18](=[O:20])(=[O:19])[NH:6][CH2:1][CH2:2][CH2:3][CH:4]=[CH2:5]. (2) Given the reactants [Cl:1][C:2]1[N:3]=[C:4]([N:22]2[CH2:27][CH2:26][CH:25]([CH2:28][NH:29][C:30](=[O:36])[O:31][C:32]([CH3:35])([CH3:34])[CH3:33])[CH2:24][CH2:23]2)[C:5]2[C:10](I)=[CH:9][N:8]([S:12]([C:15]3[CH:21]=[CH:20][C:18]([CH3:19])=[CH:17][CH:16]=3)(=[O:14])=[O:13])[C:6]=2[N:7]=1.[CH3:37][N:38](C=O)C, predict the reaction product. The product is: [Cl:1][C:2]1[N:3]=[C:4]([N:22]2[CH2:27][CH2:26][CH:25]([CH2:28][NH:29][C:30](=[O:36])[O:31][C:32]([CH3:35])([CH3:34])[CH3:33])[CH2:24][CH2:23]2)[C:5]2[C:10]([C:37]#[N:38])=[CH:9][N:8]([S:12]([C:15]3[CH:21]=[CH:20][C:18]([CH3:19])=[CH:17][CH:16]=3)(=[O:14])=[O:13])[C:6]=2[N:7]=1. (3) Given the reactants Cl[C:2]1[N:7]=[N:6][C:5]([N:8]([CH3:19])[CH:9]2[CH2:14][C:13]([CH3:16])([CH3:15])[NH:12][C:11]([CH3:18])([CH3:17])[CH2:10]2)=[CH:4][CH:3]=1.[F:20][C:21]1[CH:26]=[CH:25][CH:24]=[C:23]([O:27][CH3:28])[C:22]=1B(O)O.[O-]P([O-])([O-])=O.[K+].[K+].[K+], predict the reaction product. The product is: [F:20][C:21]1[CH:26]=[CH:25][CH:24]=[C:23]([O:27][CH3:28])[C:22]=1[C:4]1[CH:3]=[CH:2][N:7]=[N:6][C:5]=1[N:8]([CH3:19])[CH:9]1[CH2:14][C:13]([CH3:16])([CH3:15])[NH:12][C:11]([CH3:18])([CH3:17])[CH2:10]1. (4) The product is: [CH3:1][O:2][CH2:3][CH2:4][CH2:5][O:6][C:7]1[CH:12]=[CH:11][C:10]([C@H:13]2[C@H:18]([O:19][CH2:20][CH2:21][N:23]3[CH2:24][CH2:25][O:26][CH2:27][CH2:28]3)[CH2:17][N:16]([C:29]([O:31][CH2:32][C:33]3[CH:38]=[CH:37][CH:36]=[CH:35][CH:34]=3)=[O:30])[CH2:15][C@@H:14]2[O:39][CH2:40][C:41]2[CH:42]=[CH:43][C:44]3[O:49][CH2:48][CH2:47][N:46]([CH2:50][CH2:51][CH2:52][O:53][CH3:54])[C:45]=3[CH:55]=2)=[CH:9][CH:8]=1. Given the reactants [CH3:1][O:2][CH2:3][CH2:4][CH2:5][O:6][C:7]1[CH:12]=[CH:11][C:10]([C@H:13]2[C@H:18]([O:19][CH2:20][C:21]([N:23]3[CH2:28][CH2:27][O:26][CH2:25][CH2:24]3)=O)[CH2:17][N:16]([C:29]([O:31][CH2:32][C:33]3[CH:38]=[CH:37][CH:36]=[CH:35][CH:34]=3)=[O:30])[CH2:15][C@@H:14]2[O:39][CH2:40][C:41]2[CH:42]=[CH:43][C:44]3[O:49][CH2:48][CH2:47][N:46]([CH2:50][CH2:51][CH2:52][O:53][CH3:54])[C:45]=3[CH:55]=2)=[CH:9][CH:8]=1, predict the reaction product. (5) The product is: [ClH:13].[CH3:15][O:9][C:8]([C:2]1([NH2:1])[CH2:7][CH2:6][CH2:5][CH2:4][CH2:3]1)=[O:10]. Given the reactants [NH2:1][C:2]1([C:8]([OH:10])=[O:9])[CH2:7][CH2:6][CH2:5][CH2:4][CH2:3]1.S(Cl)([Cl:13])=O.[CH3:15]O, predict the reaction product.